From a dataset of Drug-target binding data from BindingDB using Ki measurements. Regression. Given a target protein amino acid sequence and a drug SMILES string, predict the binding affinity score between them. We predict pKi (pKi = -log10(Ki in M); higher means stronger inhibition). Dataset: bindingdb_ki. (1) The compound is C[C@@H]1C(=O)N[C@H](Cc2ccccc2F)C(=O)NCCCc2ccccc2OCCN[C@@H](C2CC2)C(=O)N1C. The target protein (Q9UBU3) has sequence MPSPGTVCSLLLLGMLWLDLAMAGSSFLSPEHQRVQQRKESKKPPAKLQPRALAGWLRPEDGGQAEGAEDELEVRFNAPFDVGIKLSGVQYQQHSQALGKFLQDILWEEAKEAPADK. The pKi is 8.2. (2) The compound is CCn1ccc2c(sc3nccc(OC)c32)c1=O. The target protein (P23385) has sequence MVRLLLIFFPMIFLEMSILPRMPDRKVLLAGASSQRSVARMDGDVIIGALFSVHHQPPAEKVPERKCGEIREQYGIQRVEAMFHTLDKINADPVLLPNITLGSEIRDSCWHSSVALEQSIEFIRDSLISIRDEKDGLNRCLPDGQTLPPGRTKKPIAGVIGPGSSSVAIQVQNLLQLFDIPQIAYSATSIDLSDKTLYKYFLRVVPSDTLQARAMLDIVKRYNWTYVSAVHTEGNYGESGMDAFKELAAQEGLCIAHSDKIYSNAGEKSFDRLLRKLRERLPKARVVVCFCEGMTVRGLLSAMRRLGVVGEFSLIGSDGWADRDEVIEGYEVEANGGITIKLQSPEVRSFDDYFLKLRLDTNTRNPWFPEFWQHRFQCRLPGHLLENPNFKKVCTGNESLEENYVQDSKMGFVINAIYAMAHGLQNMHHALCPGHVGLCDAMKPIDGRKLLDFLIKSSFVGVSGEEVWFDEKGDAPGRYDIMNLQYTEANRYDYVHVGTW.... The pKi is 6.1. (3) The drug is CCC(C)(C)C(=O)C(=O)N1CCCC1C(=O)OCCCc1ccccc1. The target protein (P62942) has sequence MGVQVETISPGDGRTFPKRGQTCVVHYTGMLEDGKKFDSSRDRNKPFKFMLGKQEVIRGWEEGVAQMSVGQRAKLTISPDYAYGATGHPGIIPPHATLVFDVELLKLE. The pKi is 7.4.